This data is from Reaction yield outcomes from USPTO patents with 853,638 reactions. The task is: Predict the reaction yield, written as a fraction of the theoretical maximum amount of product (1.0 means a 100% yield; for example, 0.34 means a 34% yield). (1) The reactants are [N:1]1[CH:6]=[CH:5][CH:4]=[CH:3][C:2]=1[C:7]([C:10]1[CH:15]=[CH:14][CH:13]=[CH:12][N:11]=1)=[N:8]O.C([O-])(=O)C.[NH4+].[OH-].[Na+]. The catalyst is C(O)C.[Zn]. The product is [N:1]1[CH:6]=[CH:5][CH:4]=[CH:3][C:2]=1[CH:7]([C:10]1[CH:15]=[CH:14][CH:13]=[CH:12][N:11]=1)[NH2:8]. The yield is 0.610. (2) The reactants are [F:1][C:2]([F:16])([F:15])[CH:3]([C:11]([F:14])([F:13])[F:12])[CH:4]([C:6]([O:8][CH2:9][CH3:10])=[O:7])[NH2:5].N1C=CC=CC=1.[Br:23][C:24]1[S:28][C:27]([S:29](Cl)(=[O:31])=[O:30])=[CH:26][CH:25]=1.CCOC(C)=O.CCCCCC. The catalyst is C(Cl)Cl. The product is [Br:23][C:24]1[S:28][C:27]([S:29]([NH:5][CH:4]([C:6]([O:8][CH2:9][CH3:10])=[O:7])[CH:3]([C:11]([F:13])([F:12])[F:14])[C:2]([F:15])([F:16])[F:1])(=[O:31])=[O:30])=[CH:26][CH:25]=1. The yield is 0.800. (3) The reactants are C([O:3][P:4]([CH2:9][CH2:10][NH:11][CH2:12][C:13]([CH3:36])=[CH:14][CH2:15][C:16]1[C:17]([O:29]CC[Si](C)(C)C)=[C:18]2[C:22](=[C:23]([CH3:27])[C:24]=1[CH2:25][CH3:26])[CH2:21][O:20][C:19]2=[O:28])(=[O:8])[O:5]CC)C.C[Si](Br)(C)C. The catalyst is CN(C=O)C.C(Cl)Cl. The product is [CH2:25]([C:24]1[C:23]([CH3:27])=[C:22]2[C:18]([C:19](=[O:28])[O:20][CH2:21]2)=[C:17]([OH:29])[C:16]=1[CH2:15][CH:14]=[C:13]([CH3:36])[CH2:12][NH:11][CH2:10][CH2:9][P:4](=[O:3])([OH:8])[OH:5])[CH3:26]. The yield is 0.570. (4) The reactants are S(Cl)(Cl)=O.[Br:5][CH2:6][CH2:7][CH2:8][N:9]1[C@@H:18]([C:19]2[CH:24]=[CH:23][CH:22]=[C:21]([O:25][CH3:26])[CH:20]=2)[C@@H:17]([C:27](O)=[O:28])[C:16]2[C:11](=[CH:12][C:13]([N+:30]([O-:32])=[O:31])=[CH:14][CH:15]=2)[C:10]1=[O:33].[Cl-].[Al+3].[Cl-].[Cl-]. The catalyst is C1C=CC=CC=1. The product is [Br:5][CH2:6][CH2:7][CH2:8][N:9]1[C:18]2[C:19]3[CH:20]=[C:21]([O:25][CH3:26])[CH:22]=[CH:23][C:24]=3[C:27](=[O:28])[C:17]=2[C:16]2[C:11](=[CH:12][C:13]([N+:30]([O-:32])=[O:31])=[CH:14][CH:15]=2)[C:10]1=[O:33]. The yield is 0.550. (5) The reactants are [CH3:1][C:2]1([CH3:15])[CH:10]2[N:5]([CH2:6][CH:7]([C:11]([OH:13])=O)[CH2:8][CH2:9]2)[C:4](=[O:14])[CH2:3]1.Cl.[Cl:17][C:18]1[C:19]([CH2:24][NH2:25])=[N:20][CH:21]=[CH:22][N:23]=1.C(N(C(C)C)C(C)C)C.CN(C(ON1N=NC2C=CC=NC1=2)=[N+](C)C)C.F[P-](F)(F)(F)(F)F. The catalyst is CN(C=O)C. The product is [Cl:17][C:18]1[C:19]([CH2:24][NH:25][C:11]([CH:7]2[CH2:8][CH2:9][CH:10]3[N:5]([C:4](=[O:14])[CH2:3][C:2]3([CH3:1])[CH3:15])[CH2:6]2)=[O:13])=[N:20][CH:21]=[CH:22][N:23]=1. The yield is 0.940.